Dataset: Catalyst prediction with 721,799 reactions and 888 catalyst types from USPTO. Task: Predict which catalyst facilitates the given reaction. (1) Reactant: [CH2:1](O)[CH3:2].[CH3:4][O:5][C:6]([C:8]1[C:17]2[O:16][CH2:15][CH:14]([C:18]3[CH:19]=[N:20][CH:21]=[C:22]([OH:24])[CH:23]=3)[O:13][C:12]=2[CH:11]=[CH:10][CH:9]=1)=[O:7].C1(P(C2C=CC=CC=2)C2C=CC=CC=2)C=CC=CC=1.N(C(OC(C)C)=O)=NC(OC(C)C)=O. Product: [CH3:4][O:5][C:6]([C:8]1[C:17]2[O:16][CH2:15][CH:14]([C:18]3[CH:19]=[N:20][CH:21]=[C:22]([O:24][CH2:1][CH3:2])[CH:23]=3)[O:13][C:12]=2[CH:11]=[CH:10][CH:9]=1)=[O:7]. The catalyst class is: 1. (2) Reactant: CC1(C)[O:6][C@H:5]2[C@H:7]([NH:12][C:13]3[N:21]=[CH:20][N:19]=[C:18]4[C:14]=3[N:15]=[CH:16][NH:17]4)[CH2:8][C@H:9]([CH2:10][OH:11])[C@H:4]2[O:3]1.CCN(CC)CC.Cl[S:31]([NH2:34])(=[O:33])=[O:32].C(#N)C.Cl.O. Product: [S:31](=[O:33])(=[O:32])([O:11][CH2:10][C@H:9]1[CH2:8][C@@H:7]([NH:12][C:13]2[N:21]=[CH:20][N:19]=[C:18]3[C:14]=2[N:15]=[CH:16][NH:17]3)[C@H:5]([OH:6])[C@@H:4]1[OH:3])[NH2:34]. The catalyst class is: 59. (3) Reactant: [OH:1][C:2]1[CH:7]=[CH:6][C:5]([C:8]2[C:17]3[C:12](=[C:13]([C:18]([F:21])([F:20])[F:19])[CH:14]=[CH:15][CH:16]=3)[N:11]=[CH:10][C:9]=2[C:22]([C:24]2[CH:29]=[CH:28][CH:27]=[CH:26][CH:25]=2)=[O:23])=[CH:4][CH:3]=1.Br[CH2:31][C:32]1[CH:41]=[CH:40][C:35]([C:36]([O:38]C)=[O:37])=[CH:34][CH:33]=1.C([O-])([O-])=O.[K+].[K+]. Product: [C:22]([C:9]1[CH:10]=[N:11][C:12]2[C:17]([C:8]=1[C:5]1[CH:4]=[CH:3][C:2]([O:1][CH2:31][C:32]3[CH:41]=[CH:40][C:35]([C:36]([OH:38])=[O:37])=[CH:34][CH:33]=3)=[CH:7][CH:6]=1)=[CH:16][CH:15]=[CH:14][C:13]=2[C:18]([F:21])([F:19])[F:20])(=[O:23])[C:24]1[CH:25]=[CH:26][CH:27]=[CH:28][CH:29]=1. The catalyst class is: 21. (4) Reactant: [CH2:1]([CH:3]1[N:12]2[C:7](=[CH:8][C:9](=[O:18])[C:10]([C:13]([O:15][CH2:16][CH3:17])=[O:14])=[CH:11]2)[C:6]2[CH:19]=[C:20]([O:24][CH3:25])[C:21]([OH:23])=[CH:22][C:5]=2[CH2:4]1)[CH3:2].Br[CH2:27][C:28]([CH3:32])([CH3:31])[CH2:29][OH:30].C([O-])([O-])=O.[K+].[K+].O. Product: [CH2:1]([CH:3]1[N:12]2[C:7](=[CH:8][C:9](=[O:18])[C:10]([C:13]([O:15][CH2:16][CH3:17])=[O:14])=[CH:11]2)[C:6]2[CH:19]=[C:20]([O:24][CH3:25])[C:21]([O:23][CH2:27][C:28]([CH3:32])([CH3:31])[CH2:29][OH:30])=[CH:22][C:5]=2[CH2:4]1)[CH3:2]. The catalyst class is: 3. (5) Reactant: [CH3:1][S:2](Cl)(=[O:4])=[O:3].[F:6][CH:7]([F:37])[C:8]1[N:12]([C:13]2[CH:18]=[C:17]([N:19]3[CH2:24][CH2:23][O:22][CH2:21][CH2:20]3)[N:16]=[C:15]([NH:25][C@H:26]3[CH2:31][CH2:30][C@H:29]([NH2:32])[CH2:28][CH2:27]3)[N:14]=2)[C:11]2[CH:33]=[CH:34][CH:35]=[CH:36][C:10]=2[N:9]=1.C(=O)C1C=CC=CC=1.C(O)C(N)(CO)CO. Product: [F:37][CH:7]([F:6])[C:8]1[N:12]([C:13]2[CH:18]=[C:17]([N:19]3[CH2:20][CH2:21][O:22][CH2:23][CH2:24]3)[N:16]=[C:15]([NH:25][C@H:26]3[CH2:27][CH2:28][C@H:29]([NH:32][S:2]([CH3:1])(=[O:4])=[O:3])[CH2:30][CH2:31]3)[N:14]=2)[C:11]2[CH:33]=[CH:34][CH:35]=[CH:36][C:10]=2[N:9]=1. The catalyst class is: 236. (6) Reactant: [OH:1][CH2:2][C:3]1[CH:4]=[C:5]([CH:8]=[CH:9][CH:10]=1)[CH:6]=[O:7].S([CH2:21][N+:22]#[C-:23])(C1C=CC(C)=CC=1)(=O)=O.C(=O)([O-])[O-].[K+].[K+]. Product: [O:7]1[C:6]([C:5]2[CH:4]=[C:3]([CH2:2][OH:1])[CH:10]=[CH:9][CH:8]=2)=[CH:23][N:22]=[CH:21]1. The catalyst class is: 5.